From a dataset of NCI-60 drug combinations with 297,098 pairs across 59 cell lines. Regression. Given two drug SMILES strings and cell line genomic features, predict the synergy score measuring deviation from expected non-interaction effect. (1) Drug 1: CC12CCC3C(C1CCC2=O)CC(=C)C4=CC(=O)C=CC34C. Drug 2: CC(C)NC(=O)C1=CC=C(C=C1)CNNC.Cl. Cell line: M14. Synergy scores: CSS=39.0, Synergy_ZIP=3.46, Synergy_Bliss=3.03, Synergy_Loewe=-0.635, Synergy_HSA=-0.737. (2) Drug 1: C1CCC(C1)C(CC#N)N2C=C(C=N2)C3=C4C=CNC4=NC=N3. Drug 2: B(C(CC(C)C)NC(=O)C(CC1=CC=CC=C1)NC(=O)C2=NC=CN=C2)(O)O. Cell line: SK-MEL-28. Synergy scores: CSS=-5.97, Synergy_ZIP=3.61, Synergy_Bliss=1.80, Synergy_Loewe=-2.91, Synergy_HSA=-3.12.